Dataset: Full USPTO retrosynthesis dataset with 1.9M reactions from patents (1976-2016). Task: Predict the reactants needed to synthesize the given product. (1) Given the product [CH3:80][CH2:81][CH2:82][CH2:83][CH:21]([CH2:20][O:19][C:18](/[CH:17]=[CH:16]/[C:15]1[CH:14]=[CH:13][C:12]([O:116][CH3:102])=[CH:11][CH:10]=1)=[O:139])[CH2:123][CH3:124], predict the reactants needed to synthesize it. The reactants are: CCCCCCCCC[CH2:10][CH2:11][CH2:12][CH2:13][CH2:14][CH2:15][CH2:16][CH2:17][CH2:18][O:19][CH2:20][CH2:21]OCCOCCOCCOCCOCCOCCOCCOCCOCCOCCOCCOCCOCCOCCOCCOCCOCCOCCOCCO.[CH3:80][CH2:81][CH2:82][CH2:83]CCCCCCCCCCCCCCOCCO.[C:102](OCC(CO)O)(=[O:116])CCCCCCCCCCCCC.[CH3:123][C:124]1C=C(C(C)(C)C)C(O)=C(C(C)(C)C)C=1.[O:139](C(O)C)C1C=CC=CC=1.C(OC(C1C=CC(O)=CC=1)=O)CCC.C(N(CC(O)=O)CC(O)=O)CN(CC(O)=O)CC(O)=O.[OH-].[K+].CCCCCCCCCCCCOCCOCCOCCOCCOCCOCCOCCO. (2) Given the product [Cl:1][C:2]1[C:34]([C:35]([F:36])([F:37])[F:38])=[CH:33][CH:32]=[CH:31][C:3]=1[C:4]([NH:6][CH:7]([C:14]1([N:19]([CH2:21][CH2:22][OH:23])[CH3:20])[CH2:18][CH2:17][CH2:16][CH2:15]1)[C:8]1[CH:9]=[CH:10][CH:11]=[CH:12][CH:13]=1)=[O:5], predict the reactants needed to synthesize it. The reactants are: [Cl:1][C:2]1[C:34]([C:35]([F:38])([F:37])[F:36])=[CH:33][CH:32]=[CH:31][C:3]=1[C:4]([NH:6][CH:7]([C:14]1([N:19]([CH2:21][CH2:22][O:23][Si](C(C)(C)C)(C)C)[CH3:20])[CH2:18][CH2:17][CH2:16][CH2:15]1)[C:8]1[CH:13]=[CH:12][CH:11]=[CH:10][CH:9]=1)=[O:5].[F-].C([N+](CCCC)(CCCC)CCCC)CCC.